Dataset: Full USPTO retrosynthesis dataset with 1.9M reactions from patents (1976-2016). Task: Predict the reactants needed to synthesize the given product. (1) Given the product [C:4]([C:5]1[NH:6][C:17](=[O:18])[C:16]([C:15]([O:14][CH2:12][CH3:13])=[O:23])=[CH:20][N:7]=1)([CH3:3])([CH3:8])[CH3:9], predict the reactants needed to synthesize it. The reactants are: C([CH:3](CC)[C:4]([CH3:9])([CH3:8])[C:5](=[NH:7])[NH2:6])C.[CH2:12]([O:14][CH:15]=[C:16]([C:20]([O-])=O)[C:17]([O-])=[O:18])[CH3:13].[O-:23]CC.[Na+].C(O)C. (2) The reactants are: [F:1][C:2]1[CH:7]=[CH:6][C:5]([CH:8]=[C:9]([CH3:13])[C:10]([OH:12])=[O:11])=[CH:4][C:3]=1[O:14][CH3:15].[H][H]. Given the product [F:1][C:2]1[CH:7]=[CH:6][C:5]([CH2:8][CH:9]([CH3:13])[C:10]([OH:12])=[O:11])=[CH:4][C:3]=1[O:14][CH3:15], predict the reactants needed to synthesize it.